This data is from Forward reaction prediction with 1.9M reactions from USPTO patents (1976-2016). The task is: Predict the product of the given reaction. (1) Given the reactants [C:1]([O:5][C:6]([N:8]1[CH2:12][CH2:11][C@H:10]([CH2:13][OH:14])[CH2:9]1)=[O:7])([CH3:4])([CH3:3])[CH3:2].[Br-].[K+].C(=O)(O)[O-].[Na+].Cl[O-].[Na+], predict the reaction product. The product is: [C:1]([O:5][C:6]([N:8]1[CH2:12][CH2:11][C@H:10]([CH:13]=[O:14])[CH2:9]1)=[O:7])([CH3:4])([CH3:3])[CH3:2]. (2) Given the reactants [C:1]([O:5][C:6](=[O:28])[NH:7][C@H:8]([CH2:19][O:20][CH2:21][C:22](=[O:27])NCOC)[C@H:9]([O:11][CH2:12][C:13]1[CH:18]=[CH:17][CH:16]=[CH:15][CH:14]=1)[CH3:10])([CH3:4])([CH3:3])[CH3:2].[Cl:29][C:30]1[CH:35]=[CH:34][C:33]([Mg]Br)=[CH:32][CH:31]=1, predict the reaction product. The product is: [C:1]([O:5][C:6](=[O:28])[NH:7][C@H:8]([CH2:19][O:20][CH2:21][C:22]([C:33]1[CH:34]=[CH:35][C:30]([Cl:29])=[CH:31][CH:32]=1)=[O:27])[C@H:9]([O:11][CH2:12][C:13]1[CH:14]=[CH:15][CH:16]=[CH:17][CH:18]=1)[CH3:10])([CH3:2])([CH3:3])[CH3:4].